Task: Predict the reaction yield, written as a fraction of the theoretical maximum amount of product (1.0 means a 100% yield; for example, 0.34 means a 34% yield).. Dataset: Reaction yield outcomes from USPTO patents with 853,638 reactions (1) The yield is 0.910. The reactants are [CH2:1]([O:4][C@H:5]1[C@H:13]([CH3:14])[O:12][C:11](=[O:15])[C@@H:10]([N:16]([C:24]([O:26][C:27]([CH3:30])([CH3:29])[CH3:28])=[O:25])[C:17](=[O:23])[O:18][C:19]([CH3:22])([CH3:21])[CH3:20])[CH2:9][O:8][CH2:7][C@@H:6]1[O:31][CH2:32][CH2:33][CH2:34][CH3:35])[CH:2]=C.C([O-])(O)=[O:37].[Na+].O=[O+][O-].CSC. The catalyst is CO.C(Cl)Cl. The product is [C:19]([O:18][C:17]([N:16]([C@H:10]1[CH2:9][O:8][CH2:7][C@H:6]([O:31][CH2:32][CH2:33][CH2:34][CH3:35])[C@@H:5]([O:4][CH2:1][CH:2]=[O:37])[C@H:13]([CH3:14])[O:12][C:11]1=[O:15])[C:24](=[O:25])[O:26][C:27]([CH3:28])([CH3:29])[CH3:30])=[O:23])([CH3:21])([CH3:22])[CH3:20]. (2) The reactants are [CH2:1]([O:3][C:4](=[O:18])[C:5]1[CH:10]=[CH:9][C:8](/[CH:11]=[CH:12]/[C:13]2[O:14][CH:15]=[CH:16][CH:17]=2)=[CH:7][CH:6]=1)[CH3:2]. The catalyst is [C].[Pd].O1CCCC1. The product is [CH2:1]([O:3][C:4](=[O:18])[C:5]1[CH:10]=[CH:9][C:8]([CH2:11][CH2:12][C:13]2[O:14][CH:15]=[CH:16][CH:17]=2)=[CH:7][CH:6]=1)[CH3:2]. The yield is 0.654. (3) The reactants are [Cl:1][C:2]1[CH:3]=[CH:4][C:5]2[O:10][CH2:9][C:8](=O)[NH:7][C:6]=2[CH:12]=1.B.C1COCC1. The catalyst is C1COCC1. The product is [Cl:1][C:2]1[CH:3]=[CH:4][C:5]2[O:10][CH2:9][CH2:8][NH:7][C:6]=2[CH:12]=1. The yield is 0.550. (4) The reactants are [CH2:1](Br)[C:2]1[CH:7]=[CH:6][CH:5]=[CH:4][CH:3]=1.[OH:9][C:10]1[CH:17]=[CH:16][C:13]([CH:14]=[O:15])=[CH:12][CH:11]=1.C([O-])([O-])=O.[K+].[K+]. The catalyst is C(#N)C. The product is [CH2:1]([O:9][C:10]1[CH:17]=[CH:16][C:13]([CH:14]=[O:15])=[CH:12][CH:11]=1)[C:2]1[CH:7]=[CH:6][CH:5]=[CH:4][CH:3]=1. The yield is 0.920. (5) The reactants are [C:1]([O:9][CH2:10][C:11]1([C:17]([O:19][CH2:20][CH3:21])=[O:18])[CH2:16][CH:15]=[CH:14][CH2:13][O:12]1)(=[O:8])[C:2]1[CH:7]=[CH:6][CH:5]=[CH:4][CH:3]=1.N#N.C([SiH](CC)CC)C. The catalyst is C1(C)C=CC=CC=1.[Cu]Cl. The product is [C:1]([O:9][CH2:10][C:11]1([C:17]([O:19][CH2:20][CH3:21])=[O:18])[CH2:16][CH2:15][CH:14]=[CH:13][O:12]1)(=[O:8])[C:2]1[CH:3]=[CH:4][CH:5]=[CH:6][CH:7]=1. The yield is 0.690. (6) The reactants are Br[CH2:2][C:3]1[CH:8]=[CH:7][C:6]([Cl:9])=[C:5]([O:10][CH3:11])[CH:4]=1.[C-:12]#[N:13].[Na+]. The catalyst is C(O)C. The product is [Cl:9][C:6]1[CH:7]=[CH:8][C:3]([CH2:2][C:12]#[N:13])=[CH:4][C:5]=1[O:10][CH3:11]. The yield is 0.480. (7) The reactants are Br[C:2]1[CH:3]=[C:4]([C:17]2[N:25]=[C:24]([CH3:26])[N:23]=[C:22]3[C:18]=2[N:19]=[CH:20][N:21]3[CH:27]2[CH2:32][CH2:31][CH2:30][CH2:29][O:28]2)[C:5]([NH:8][C:9]2[CH:10]=[N:11][C:12]([O:15][CH3:16])=[CH:13][CH:14]=2)=[N:6][CH:7]=1.[NH:33]1[CH2:38][CH2:37][O:36][CH2:35][CH2:34]1.CC(C)([O-])C.[Na+].CC1(C)C2C=CC=C(P(C3C=CC=CC=3)C3C=CC=CC=3)C=2OC2C1=CC=CC=2P(C1C=CC=CC=1)C1C=CC=CC=1.O1CCOCC1. The catalyst is C1C=CC(/C=C/C(/C=C/C2C=CC=CC=2)=O)=CC=1.C1C=CC(/C=C/C(/C=C/C2C=CC=CC=2)=O)=CC=1.C1C=CC(/C=C/C(/C=C/C2C=CC=CC=2)=O)=CC=1.[Pd].[Pd]. The product is [CH3:16][O:15][C:12]1[N:11]=[CH:10][C:9]([NH:8][C:5]2[C:4]([C:17]3[N:25]=[C:24]([CH3:26])[N:23]=[C:22]4[C:18]=3[N:19]=[CH:20][N:21]4[CH:27]3[CH2:32][CH2:31][CH2:30][CH2:29][O:28]3)=[CH:3][C:2]([N:33]3[CH2:38][CH2:37][O:36][CH2:35][CH2:34]3)=[CH:7][N:6]=2)=[CH:14][CH:13]=1. The yield is 0.330.